From a dataset of NCI-60 drug combinations with 297,098 pairs across 59 cell lines. Regression. Given two drug SMILES strings and cell line genomic features, predict the synergy score measuring deviation from expected non-interaction effect. (1) Drug 1: COC1=CC(=CC(=C1O)OC)C2C3C(COC3=O)C(C4=CC5=C(C=C24)OCO5)OC6C(C(C7C(O6)COC(O7)C8=CC=CS8)O)O. Drug 2: CC1CCCC2(C(O2)CC(NC(=O)CC(C(C(=O)C(C1O)C)(C)C)O)C(=CC3=CSC(=N3)C)C)C. Cell line: UACC62. Synergy scores: CSS=38.5, Synergy_ZIP=2.13, Synergy_Bliss=4.45, Synergy_Loewe=5.16, Synergy_HSA=5.47. (2) Drug 1: CC1=CC=C(C=C1)C2=CC(=NN2C3=CC=C(C=C3)S(=O)(=O)N)C(F)(F)F. Drug 2: C(=O)(N)NO. Cell line: COLO 205. Synergy scores: CSS=-1.72, Synergy_ZIP=2.36, Synergy_Bliss=1.18, Synergy_Loewe=-2.20, Synergy_HSA=-1.95.